This data is from Forward reaction prediction with 1.9M reactions from USPTO patents (1976-2016). The task is: Predict the product of the given reaction. (1) Given the reactants [CH2:1]([N:3]1[C:7]2[CH:8]=[CH:9][C:10]([C:12]3[C:13]([C:17]4[CH:18]=[C:19]([CH3:23])[CH:20]=[CH:21][CH:22]=4)=[N:14][NH:15][CH:16]=3)=[CH:11][C:6]=2[N:5]([CH2:24][CH3:25])[C:4]1=[O:26])[CH3:2].[H-].[Na+].Br[CH2:30][C:31]([O:33][C:34]([CH3:37])([CH3:36])[CH3:35])=[O:32].C(=O)(O)[O-].[Na+], predict the reaction product. The product is: [C:34]([O:33][C:31](=[O:32])[CH2:30][N:15]1[CH:16]=[C:12]([C:10]2[CH:9]=[CH:8][C:7]3[N:3]([CH2:1][CH3:2])[C:4](=[O:26])[N:5]([CH2:24][CH3:25])[C:6]=3[CH:11]=2)[C:13]([C:17]2[CH:18]=[C:19]([CH3:23])[CH:20]=[CH:21][CH:22]=2)=[N:14]1)([CH3:37])([CH3:36])[CH3:35].[C:34]([O:33][C:31](=[O:32])[CH2:30][N:14]1[C:13]([C:17]2[CH:18]=[C:19]([CH3:23])[CH:20]=[CH:21][CH:22]=2)=[C:12]([C:10]2[CH:9]=[CH:8][C:7]3[N:3]([CH2:1][CH3:2])[C:4](=[O:26])[N:5]([CH2:24][CH3:25])[C:6]=3[CH:11]=2)[CH:16]=[N:15]1)([CH3:37])([CH3:36])[CH3:35]. (2) Given the reactants [CH3:1][O:2][CH2:3][CH2:4][N:5]1[CH2:11][CH2:10][C:9]2[CH:12]=[C:13]([NH2:16])[CH:14]=[CH:15][C:8]=2[CH2:7][CH2:6]1.Cl[C:18]1[N:23]=[C:22]([NH:24][C:25]2[CH:30]=[CH:29][C:28]([N:31]3[CH2:36][CH2:35][O:34][CH2:33][CH2:32]3)=[CH:27][C:26]=2[O:37][CH3:38])[C:21]([Cl:39])=[CH:20][N:19]=1, predict the reaction product. The product is: [Cl:39][C:21]1[C:22]([NH:24][C:25]2[CH:30]=[CH:29][C:28]([N:31]3[CH2:32][CH2:33][O:34][CH2:35][CH2:36]3)=[CH:27][C:26]=2[O:37][CH3:38])=[N:23][C:18]([NH:16][C:13]2[CH:14]=[CH:15][C:8]3[CH2:7][CH2:6][N:5]([CH2:4][CH2:3][O:2][CH3:1])[CH2:11][CH2:10][C:9]=3[CH:12]=2)=[N:19][CH:20]=1. (3) Given the reactants [C:1]1([C:20]2[CH:25]=[CH:24][CH:23]=[CH:22][CH:21]=2)[CH:6]=[CH:5][C:4]([CH2:7][C@H:8]2[N:12]([C:13](=O)[C:14](C)(C)C)[C:11](=[O:19])[CH2:10][CH2:9]2)=[CH:3][CH:2]=1.C([Li])CCC.BrCC#[N:34], predict the reaction product. The product is: [C:1]1([C:20]2[CH:25]=[CH:24][CH:23]=[CH:22][CH:21]=2)[CH:6]=[CH:5][C:4]([CH2:7][C@@H:8]2[CH2:9][CH2:10][C:11](=[O:19])[N:12]2[CH2:13][C:14]#[N:34])=[CH:3][CH:2]=1. (4) Given the reactants [CH3:1][C:2]1[CH:7]=[C:6]([N+:8]([O-:10])=[O:9])[CH:5]=[CH:4][C:3]=1[N:11]=[C:12]1[NH:16][C@@H:15]([CH2:17][CH:18]([CH3:20])[CH3:19])[CH2:14][S:13]1.[CH:21]1([CH2:25]Br)[CH2:24][CH2:23][CH2:22]1, predict the reaction product. The product is: [CH3:1][C:2]1[CH:7]=[C:6]([N+:8]([O-:10])=[O:9])[CH:5]=[CH:4][C:3]=1[N:11]=[C:12]1[N:16]([CH2:25][CH:21]2[CH2:24][CH2:23][CH2:22]2)[C@@H:15]([CH2:17][CH:18]([CH3:20])[CH3:19])[CH2:14][S:13]1. (5) The product is: [Cl:1][C:2]1[CH:7]=[CH:6][CH:5]=[CH:4][C:3]=1[N:8]1[CH:12]([C:13]2[N:18]=[C:17]([C:19]3[CH:24]=[CH:23][C:22]([S:25]([CH3:26])=[O:42])=[CH:21][CH:20]=3)[CH:16]=[CH:15][CH:14]=2)[CH2:11][C:10]([C:27]([F:33])([F:32])[C:28]([F:30])([F:31])[F:29])=[N:9]1. Given the reactants [Cl:1][C:2]1[CH:7]=[CH:6][CH:5]=[CH:4][C:3]=1[N:8]1[CH:12]([C:13]2[N:18]=[C:17]([C:19]3[CH:24]=[CH:23][C:22]([S:25][CH3:26])=[CH:21][CH:20]=3)[CH:16]=[CH:15][CH:14]=2)[CH2:11][C:10]([C:27]([F:33])([F:32])[C:28]([F:31])([F:30])[F:29])=[N:9]1.ClC1C=CC=C(C(OO)=[O:42])C=1, predict the reaction product.